From a dataset of Reaction yield outcomes from USPTO patents with 853,638 reactions. Predict the reaction yield, written as a fraction of the theoretical maximum amount of product (1.0 means a 100% yield; for example, 0.34 means a 34% yield). (1) The reactants are [CH2:1]1[C:10]2[C:5](=[CH:6][CH:7]=[CH:8][CH:9]=2)[CH2:4][CH2:3][NH:2]1.Br[CH2:12][C:13]#[CH:14].[Cl-].[NH4+]. The catalyst is CN(C=O)C. The product is [CH2:14]([N:2]1[CH2:3][CH2:4][C:5]2[C:10](=[CH:9][CH:8]=[CH:7][CH:6]=2)[CH2:1]1)[C:13]#[CH:12]. The yield is 0.912. (2) The reactants are [Cl:1][C:2]1[CH:7]=[CH:6][CH:5]=[CH:4][C:3]=1[CH:8]=[CH:9][CH2:10][CH2:11][CH2:12][C:13]#[C:14][C:15](=[O:17])[CH3:16]. The catalyst is [Au].ClC1C=CC=CC=1Cl. The product is [Cl:1][C:2]1[CH:7]=[CH:6][CH:5]=[C:4]2[C:3]=1[CH:8]=[C:9]1[CH2:10][CH2:11][CH2:12][C:13]1=[C:14]2[C:15](=[O:17])[CH3:16]. The yield is 0.860.